This data is from Reaction yield outcomes from USPTO patents with 853,638 reactions. The task is: Predict the reaction yield, written as a fraction of the theoretical maximum amount of product (1.0 means a 100% yield; for example, 0.34 means a 34% yield). (1) The reactants are [O:1]1[C:10]2[C:5](=[N:6][CH:7]=[C:8](B(O)O)[CH:9]=2)[CH:4]=[CH:3][CH2:2]1.[CH3:14][O:15][C:16]1[CH:17]=[CH:18][C:19]2[N:24]=[CH:23][C:22](=[O:25])[NH:21][C:20]=2[N:26]=1.C(N(CC)CC)C.B(O)O. The catalyst is ClCCl.C([O-])(=O)C.[Cu+2].C([O-])(=O)C. The product is [CH3:14][O:15][C:16]1[CH:17]=[CH:18][C:19]2[N:24]=[CH:23][C:22](=[O:25])[N:21]([C:8]3[CH:9]=[C:10]4[O:1][CH2:2][CH:3]=[CH:4][C:5]4=[N:6][CH:7]=3)[C:20]=2[N:26]=1. The yield is 0.660. (2) The reactants are [F:1][C:2]1[CH:3]=[C:4]([CH:7]=[C:8]([O:11]C)[C:9]=1[OH:10])[CH:5]=[O:6].B(Br)(Br)Br. The catalyst is ClCCl. The product is [F:1][C:2]1[CH:3]=[C:4]([CH:7]=[C:8]([OH:11])[C:9]=1[OH:10])[CH:5]=[O:6]. The yield is 0.890.